Dataset: Forward reaction prediction with 1.9M reactions from USPTO patents (1976-2016). Task: Predict the product of the given reaction. (1) Given the reactants Br[C:2]1[C:3]([CH3:16])=[N:4][C:5]([N:9]2[C:13]([CH3:14])=[CH:12][CH:11]=[C:10]2[CH3:15])=[N:6][C:7]=1[CH3:8].C(P(C(C)(C)C)[C:22]1[CH:27]=[CH:26][CH:25]=[CH:24][C:23]=1[C:28]1C(C(C)C)=CC(C(C)C)=CC=1C(C)C)(C)(C)C.[OH-:47].[K+].C(Br)C1C=CC=CC=1.[H-].[Na+], predict the reaction product. The product is: [CH2:28]([O:47][C:2]1[C:3]([CH3:16])=[N:4][C:5]([N:9]2[C:13]([CH3:14])=[CH:12][CH:11]=[C:10]2[CH3:15])=[N:6][C:7]=1[CH3:8])[C:23]1[CH:24]=[CH:25][CH:26]=[CH:27][CH:22]=1. (2) Given the reactants [Cl:1][C:2]1[CH:7]=[C:6]([Cl:8])[CH:5]=[CH:4][C:3]=1[CH:9]1[CH:18]([C:19](O)=[O:20])[C:17]2[C:12](=[CH:13][CH:14]=[CH:15][CH:16]=2)[C:11](=[O:22])[N:10]1[CH:23]1[CH2:28][CH2:27][CH2:26][CH2:25][CH:24]1[NH:29][S:30]([CH3:33])(=[O:32])=[O:31].Cl.Cl.C([O:39][CH2:40][C:41]1[CH:46]=[N:45][C:44]([CH2:47][O:48][NH2:49])=[CH:43][N:42]=1)(=O)C.C1C=CC2N(O)N=NC=2C=1.CCN=C=NCCCN(C)C, predict the reaction product. The product is: [Cl:1][C:2]1[CH:7]=[C:6]([Cl:8])[CH:5]=[CH:4][C:3]=1[CH:9]1[CH:18]([C:19]([NH:49][O:48][CH2:47][C:44]2[CH:43]=[N:42][C:41]([CH2:40][OH:39])=[CH:46][N:45]=2)=[O:20])[C:17]2[C:12](=[CH:13][CH:14]=[CH:15][CH:16]=2)[C:11](=[O:22])[N:10]1[CH:23]1[CH2:28][CH2:27][CH2:26][CH2:25][CH:24]1[NH:29][S:30]([CH3:33])(=[O:32])=[O:31]. (3) Given the reactants [C:1]([C:4]1[C:5]([O:14][CH3:15])=[CH:6][C:7]([Cl:13])=[C:8](B(O)O)[CH:9]=1)([OH:3])=[O:2].Br[C:17]1[C:22]([C:23]#[N:24])=[CH:21][C:20]([C:25]([F:28])([F:27])[F:26])=[N:19][CH:18]=1.[O-]P([O-])([O-])=O.[K+].[K+].[K+].P(C(C)(C)C)(C(C)(C)C)C(C)(C)C.[H+].[B-](F)(F)(F)F, predict the reaction product. The product is: [Cl:13][C:7]1[C:8]([C:17]2[CH:18]=[N:19][C:20]([C:25]([F:27])([F:28])[F:26])=[CH:21][C:22]=2[C:23]#[N:24])=[CH:9][C:4]([C:1]([OH:3])=[O:2])=[C:5]([O:14][CH3:15])[CH:6]=1. (4) Given the reactants [CH3:1][C:2]([CH3:24])([CH3:23])[C:3]#[C:4][C:5]1[S:9][C:8]([C:10]([O:12][CH3:13])=[O:11])=[C:7]([NH:14][CH:15]([CH3:22])[CH2:16][N:17]2[CH:21]=[CH:20][CH:19]=[N:18]2)[CH:6]=1.Cl[CH2:26][CH2:27]Cl.N1[CH:34]=[CH:33][CH:32]=[CH:31][CH:30]=1.C(N(CC)CC)C.[CH3:42][OH:43], predict the reaction product. The product is: [CH3:1][C:2]([CH3:23])([CH3:24])[C:3]#[C:4][C:5]1[S:9][C:8]([C:10]([O:12][CH3:13])=[O:11])=[C:7]([N:14]([C:42]([C@H:32]2[CH2:33][CH2:34][C@H:26]([CH3:27])[CH2:30][CH2:31]2)=[O:43])[CH:15]([CH3:22])[CH2:16][N:17]2[CH:21]=[CH:20][CH:19]=[N:18]2)[CH:6]=1. (5) Given the reactants C[O:2][C:3](=[O:22])[C:4]1[CH:9]=[C:8]([C:10]2[CH2:15][CH2:14][CH2:13][CH2:12][CH:11]=2)[C:7]([O:16][CH2:17][C:18]([F:21])([F:20])[F:19])=[N:6][CH:5]=1.C1COCC1.O.[OH-].[Li+].Cl, predict the reaction product. The product is: [C:10]1([C:8]2[C:7]([O:16][CH2:17][C:18]([F:21])([F:19])[F:20])=[N:6][CH:5]=[C:4]([CH:9]=2)[C:3]([OH:22])=[O:2])[CH2:15][CH2:14][CH2:13][CH2:12][CH:11]=1.